Dataset: Forward reaction prediction with 1.9M reactions from USPTO patents (1976-2016). Task: Predict the product of the given reaction. (1) Given the reactants Br[C:2]1[CH:3]=[CH:4][C:5]([NH2:10])=[N:6][C:7]=1[O:8][CH3:9].[CH3:11][C:12]1[N:13]=[CH:14][NH:15][CH:16]=1.C(=O)([O-])[O-].[Cs+].[Cs+], predict the reaction product. The product is: [CH3:9][O:8][C:7]1[N:6]=[C:5]([NH2:10])[CH:4]=[CH:3][C:2]=1[N:15]1[CH:16]=[C:12]([CH3:11])[N:13]=[CH:14]1. (2) The product is: [CH:67]([C:59]1[CH:60]=[CH:61][C:62]([CH:64]([CH3:65])[CH3:66])=[CH:63][C:58]=1[C:56](=[O:57])[CH2:55][Br:70])([CH3:69])[CH3:68]. Given the reactants [I-].C(N(/C(/C1SC=C(C2C=CC(OC)=CC=2)[N+]=1C)=C/C1C=CC=CC=1)CC)C.[I-].CN(C)C1C=CC(/C=C/C2SC=C(C3C=C(C)C=CC=3C)[N+]=2C)=CC=1.[CH3:55][C:56]([C:58]1[CH:63]=[C:62]([CH:64]([CH3:66])[CH3:65])[CH:61]=[CH:60][C:59]=1[CH:67]([CH3:69])[CH3:68])=[O:57].[Br:70]Br, predict the reaction product. (3) Given the reactants [CH:1]1[CH:6]=[C:5]([CH:7]=[O:8])[C:4]([CH:9]=[O:10])=[CH:3][CH:2]=1.CN(C=O)C.[CH3:16][C:17](=[O:20])[CH:18]=[CH2:19].C(=O)([O-])[O-].[Cs+].[Cs+], predict the reaction product. The product is: [C:17]([C@@H:18]1[C@@H:7]([OH:8])[C:5]2[C:4](=[CH:3][CH:2]=[CH:1][CH:6]=2)[C:9](=[O:10])[CH2:19]1)(=[O:20])[CH3:16]. (4) Given the reactants CS([C:4]1[N:9]=[CH:8][C:7]2=[CH:10][CH:11]=[C:12]([C:13]3[CH:18]=[CH:17][CH:16]=[CH:15][C:14]=3[O:19][CH3:20])[N:6]2[N:5]=1)=O.C(N(CC)C(C)C)(C)C.[NH2:30][C:31]1[CH:32]=[C:33]([N:37]2[CH2:42][CH2:41][N:40]([CH2:43][CH2:44][OH:45])[CH2:39][CH2:38]2)[CH:34]=[CH:35][CH:36]=1, predict the reaction product. The product is: [CH3:20][O:19][C:14]1[CH:15]=[CH:16][CH:17]=[CH:18][C:13]=1[C:12]1[N:6]2[C:7]([CH:8]=[N:9][C:4]([NH:30][C:31]3[CH:32]=[C:33]([N:37]4[CH2:38][CH2:39][N:40]([CH2:43][CH2:44][OH:45])[CH2:41][CH2:42]4)[CH:34]=[CH:35][CH:36]=3)=[N:5]2)=[CH:10][CH:11]=1. (5) Given the reactants [CH3:1][CH:2]1[N:9]2[CH:10]=[N:11][C:12]3[CH:13]([CH2:17][C:18]([OH:20])=O)[C:14](=[O:16])[CH:15]=[C:7]([C:8]=32)[NH:6][CH2:5][CH2:4][C:3]1=[O:21].[NH2:22][C:23]1[N:28]=[CH:27][C:26]2[CH2:29][C:30]3([CH2:40][C:25]=2[CH:24]=1)[C:38]1[C:33](=[N:34][CH:35]=[CH:36][CH:37]=1)[NH:32][C:31]3=[O:39].C1CN(C(Cl)=[N+]2CCCC2)CC1.F[P-](F)(F)(F)(F)F.C(N(CC)C(C)C)(C)C, predict the reaction product. The product is: [CH3:1][CH:2]1[N:9]2[CH:10]=[N:11][C:12]3[CH:13]([CH2:17][C:18]([NH:22][C:23]4[N:28]=[CH:27][C:26]5[CH2:29][C:30]6([CH2:40][C:25]=5[CH:24]=4)[C:38]4[C:33](=[N:34][CH:35]=[CH:36][CH:37]=4)[NH:32][C:31]6=[O:39])=[O:20])[C:14](=[O:16])[CH:15]=[C:7]([C:8]=32)[NH:6][CH2:5][CH2:4][C:3]1=[O:21]. (6) The product is: [CH3:35][C:10]1([CH3:34])[C@@H:9]([OH:8])[CH2:31][CH2:30][C@@:29]2([CH3:32])[C@H:11]1[CH2:12][CH2:13][C:14]1[C:15]3[C@:25]([CH3:33])([CH2:26][CH2:27][C:28]=12)[C@@H:18]([C@H:19]([CH3:24])[CH2:20][CH2:21][CH2:22][NH:23][C:37](=[O:39])[CH3:38])[CH2:17][CH:16]=3. Given the reactants [Si]([O:8][C@H:9]1[CH2:31][CH2:30][C@@:29]2([CH3:32])[C@@H:11]([CH2:12][CH2:13][C:14]3[C:15]4[C@:25]([CH3:33])([CH2:26][CH2:27][C:28]=32)[C@@H:18]([C@H:19]([CH3:24])[CH2:20][CH2:21][CH2:22][NH2:23])[CH2:17][CH:16]=4)[C:10]1([CH3:35])[CH3:34])(C(C)(C)C)(C)C.Cl.[CH2:37]([OH:39])[CH3:38], predict the reaction product. (7) Given the reactants [CH3:1][CH:2]1[CH2:7][CH2:6][N:5]([CH:8]2[CH2:13][CH2:12][NH:11][CH2:10][CH2:9]2)[CH2:4][CH2:3]1.[CH3:14][C:15]1[CH:20]=[C:19]([CH3:21])[CH:18]=[C:17]([CH3:22])[C:16]=1[S:23](Cl)(=[O:25])=[O:24], predict the reaction product. The product is: [C:15]1([CH3:14])[CH:20]=[C:19]([CH3:21])[CH:18]=[C:17]([CH3:22])[C:16]=1[S:23]([N:11]1[CH2:12][CH2:13][CH:8]([N:5]2[CH2:6][CH2:7][CH:2]([CH3:1])[CH2:3][CH2:4]2)[CH2:9][CH2:10]1)(=[O:24])=[O:25].